Dataset: Peptide-MHC class II binding affinity with 134,281 pairs from IEDB. Task: Regression. Given a peptide amino acid sequence and an MHC pseudo amino acid sequence, predict their binding affinity value. This is MHC class II binding data. (1) The peptide sequence is GELQIVDLIDAAFKI. The MHC is DRB5_0101 with pseudo-sequence DRB5_0101. The binding affinity (normalized) is 0.670. (2) The peptide sequence is KMIGGIGGFIKVRQYDQILI. The MHC is DRB1_0301 with pseudo-sequence DRB1_0301. The binding affinity (normalized) is 0.146. (3) The MHC is DRB1_0101 with pseudo-sequence DRB1_0101. The binding affinity (normalized) is 0.408. The peptide sequence is FTGHESFDLAGLFID. (4) The peptide sequence is EGTNIYNNNEAFKVE. The MHC is HLA-DPA10201-DPB11401 with pseudo-sequence HLA-DPA10201-DPB11401. The binding affinity (normalized) is 0. (5) The peptide sequence is PVSQMRMATPLLMRPM. The MHC is H-2-IAk with pseudo-sequence H-2-IAk. The binding affinity (normalized) is 0.136. (6) The peptide sequence is GELQIVDKIDKAFKI. The MHC is DRB1_1302 with pseudo-sequence DRB1_1302. The binding affinity (normalized) is 0.827.